Predict the reactants needed to synthesize the given product. From a dataset of Full USPTO retrosynthesis dataset with 1.9M reactions from patents (1976-2016). (1) Given the product [CH:31]1([N:28]2[CH2:27][CH2:26][N:25]([CH2:24][CH2:23][N:20]3[C:9]4[N:10]=[C:11]([C:13]5[CH:14]=[C:15]([OH:19])[CH:16]=[CH:17][CH:18]=5)[N:12]=[C:7]([N:1]5[CH2:2][CH2:3][O:4][CH2:5][CH2:6]5)[C:8]=4[N:22]=[N:21]3)[CH2:30][CH2:29]2)[CH2:36][CH2:35][CH2:34][CH2:33][CH2:32]1, predict the reactants needed to synthesize it. The reactants are: [N:1]1([C:7]2[C:8]3[N:22]=[N:21][N:20]([CH2:23][CH2:24][N:25]4[CH2:30][CH2:29][NH:28][CH2:27][CH2:26]4)[C:9]=3[N:10]=[C:11]([C:13]3[CH:14]=[C:15]([OH:19])[CH:16]=[CH:17][CH:18]=3)[N:12]=2)[CH2:6][CH2:5][O:4][CH2:3][CH2:2]1.[C:31]1(=O)[CH2:36][CH2:35][CH2:34][CH2:33][CH2:32]1.[BH3-]C#N.[Na+]. (2) Given the product [CH2:2]([O:4][C:5]1[C:10](=[O:11])[CH:9]=[CH:8][NH:1][C:6]=1[CH3:12])[CH3:3], predict the reactants needed to synthesize it. The reactants are: [NH3:1].[CH2:2]([O:4][C:5]1[C:10](=[O:11])[CH:9]=[CH:8]O[C:6]=1[CH3:12])[CH3:3]. (3) Given the product [I-:11].[CH2:12]([N+:2]1([CH3:1])[CH:10]2[CH:5]([CH2:6][CH2:7][CH2:8][CH2:9]2)[CH2:4][CH2:3]1)[CH2:13][CH2:14][CH3:15], predict the reactants needed to synthesize it. The reactants are: [CH3:1][N:2]1[CH:10]2[CH:5]([CH2:6][CH2:7][CH2:8][CH2:9]2)[CH2:4][CH2:3]1.[I:11][CH2:12][CH2:13][CH2:14][CH3:15]. (4) Given the product [Br:28][CH2:21][C:7]([C:6]1[CH:10]=[CH:11][C:12]([C:13]([F:16])([F:15])[F:14])=[C:4]([N+:1]([O-:3])=[O:2])[CH:5]=1)=[O:9], predict the reactants needed to synthesize it. The reactants are: [N+:1]([C:4]1[CH:5]=[C:6]([CH:10]=[CH:11][C:12]=1[C:13]([F:16])([F:15])[F:14])[C:7]([OH:9])=O)([O-:3])=[O:2].S(Cl)(Cl)=O.[CH3:21][Si](C=[N+]=[N-])(C)C.[BrH:28].CC(O)=O.N#N. (5) Given the product [CH2:1]([NH:8][C:9](=[O:26])[CH2:10][C:11]1[CH:12]=[CH:13][C:14]([Si:17]([C:22]([CH3:25])([CH3:24])[CH3:23])([C:18]([CH3:20])([CH3:19])[CH3:21])[F:31])=[CH:15][CH:16]=1)[C:2]1[CH:3]=[CH:4][CH:5]=[CH:6][CH:7]=1, predict the reactants needed to synthesize it. The reactants are: [CH2:1]([NH:8][C:9](=[O:26])[CH2:10][C:11]1[CH:16]=[CH:15][C:14]([SiH:17]([C:22]([CH3:25])([CH3:24])[CH3:23])[C:18]([CH3:21])([CH3:20])[CH3:19])=[CH:13][CH:12]=1)[C:2]1[CH:7]=[CH:6][CH:5]=[CH:4][CH:3]=1.C(O)(=O)C.[F-:31].[K+]. (6) Given the product [CH2:18]([N:15]1[C:16]2[CH:17]=[C:9]3[N:8]=[C:7]([C:3]4[C:2]([NH:1][C:32](=[O:33])[CH2:31][O:24][C:25]5[CH:30]=[CH:29][CH:28]=[CH:27][CH:26]=5)=[CH:6][NH:5][N:4]=4)[NH:23][C:10]3=[CH:11][C:12]=2[C:13]([CH3:22])([CH3:21])[C:14]1=[O:20])[CH3:19], predict the reactants needed to synthesize it. The reactants are: [NH2:1][C:2]1[C:3]([C:7]2[NH:23][C:10]3=[CH:11][C:12]4[C:13]([CH3:22])([CH3:21])[C:14](=[O:20])[N:15]([CH2:18][CH3:19])[C:16]=4[CH:17]=[C:9]3[N:8]=2)=[N:4][NH:5][CH:6]=1.[O:24]([CH2:31][C:32](Cl)=[O:33])[C:25]1[CH:30]=[CH:29][CH:28]=[CH:27][CH:26]=1.